This data is from Merck oncology drug combination screen with 23,052 pairs across 39 cell lines. The task is: Regression. Given two drug SMILES strings and cell line genomic features, predict the synergy score measuring deviation from expected non-interaction effect. (1) Drug 1: CN1C(=O)C=CC2(C)C3CCC4(C)C(NC(=O)OCC(F)(F)F)CCC4C3CCC12. Drug 2: COC1CC2CCC(C)C(O)(O2)C(=O)C(=O)N2CCCCC2C(=O)OC(C(C)CC2CCC(OP(C)(C)=O)C(OC)C2)CC(=O)C(C)C=C(C)C(O)C(OC)C(=O)C(C)CC(C)C=CC=CC=C1C. Cell line: ES2. Synergy scores: synergy=7.90. (2) Drug 2: CCC1(O)C(=O)OCc2c1cc1n(c2=O)Cc2cc3c(CN(C)C)c(O)ccc3nc2-1. Drug 1: CS(=O)(=O)CCNCc1ccc(-c2ccc3ncnc(Nc4ccc(OCc5cccc(F)c5)c(Cl)c4)c3c2)o1. Synergy scores: synergy=22.0. Cell line: A2058.